This data is from Full USPTO retrosynthesis dataset with 1.9M reactions from patents (1976-2016). The task is: Predict the reactants needed to synthesize the given product. (1) Given the product [CH2:1]([O:8][CH2:9][CH2:10][CH2:11][C@H:12]([C:21]1[C:25]([CH:26]2[CH2:27][CH2:28]2)=[C:24]([C:29]2[CH:33]=[C:32]([CH2:34][C:35]([CH3:38])([CH3:37])[CH3:36])[O:31][N:30]=2)[O:23][N:22]=1)[CH2:13][C:14]([OH:16])=[O:15])[C:2]1[CH:7]=[CH:6][CH:5]=[CH:4][CH:3]=1, predict the reactants needed to synthesize it. The reactants are: [CH2:1]([O:8][CH2:9][CH2:10][CH2:11][C@H:12]([C:21]1[C:25]([CH:26]2[CH2:28][CH2:27]2)=[C:24]([C:29]2[CH:33]=[C:32]([CH2:34][C:35]([CH3:38])([CH3:37])[CH3:36])[O:31][N:30]=2)[O:23][N:22]=1)[CH2:13][C:14]([O:16]C(C)(C)C)=[O:15])[C:2]1[CH:7]=[CH:6][CH:5]=[CH:4][CH:3]=1.FC(F)(F)C(O)=O. (2) The reactants are: [O:1]1[CH:5]=[CH:4][CH:3]=[C:2]1[CH2:6][N:7]([CH2:9][C:10]1[CH:11]=[C:12]([CH:16]=[C:17]([CH3:19])[CH:18]=1)[C:13]([OH:15])=O)[CH3:8].CN(C(ON1N=NC2C=CC=CC1=2)=[N+](C)C)C.F[P-](F)(F)(F)(F)F.C1C=CC2N(O)N=NC=2C=1.C(N(CC)C(C)C)(C)C.[NH2:63][C@@H:64]([CH2:78][C:79]1[CH:84]=[C:83]([F:85])[CH:82]=[C:81]([F:86])[CH:80]=1)[C@H:65]([OH:77])[CH2:66][NH:67][CH2:68][C:69]1[CH:74]=[CH:73][CH:72]=[C:71]([CH2:75][CH3:76])[CH:70]=1.C(Cl)[Cl:88]. Given the product [ClH:88].[ClH:88].[F:85][C:83]1[CH:84]=[C:79]([CH:80]=[C:81]([F:86])[CH:82]=1)[CH2:78][C@H:64]([NH:63][C:13](=[O:15])[C:12]1[CH:16]=[C:17]([CH3:19])[CH:18]=[C:10]([CH2:9][N:7]([CH2:6][C:2]2[O:1][CH:5]=[CH:4][CH:3]=2)[CH3:8])[CH:11]=1)[C@H:65]([OH:77])[CH2:66][NH:67][CH2:68][C:69]1[CH:74]=[CH:73][CH:72]=[C:71]([CH2:75][CH3:76])[CH:70]=1, predict the reactants needed to synthesize it. (3) Given the product [Br:14][CH2:15][CH2:16][CH2:17][CH2:18][CH2:19][C:20]([N:12]1[C:11]2[CH:10]=[CH:9][CH:8]=[CH:7][C:6]=2[C:5]2[C:13]1=[CH:1][CH:2]=[CH:3][CH:4]=2)=[O:21], predict the reactants needed to synthesize it. The reactants are: [CH:1]1[C:13]2[NH:12][C:11]3[C:6](=[CH:7][CH:8]=[CH:9][CH:10]=3)[C:5]=2[CH:4]=[CH:3][CH:2]=1.[Br:14][CH2:15][CH2:16][CH2:17][CH2:18][CH2:19][C:20](Cl)=[O:21]. (4) Given the product [O:31]=[C:30]1[N:7]([CH:8]2[CH2:13][CH2:12][N:11]([C:14]([O:16][C:17]([CH3:20])([CH3:19])[CH3:18])=[O:15])[CH2:10][CH2:9]2)[CH2:6][C:5]2[C:4](=[CH:24][CH:23]=[CH:22][CH:21]=2)[NH:1]1, predict the reactants needed to synthesize it. The reactants are: [N+:1]([C:4]1[CH:24]=[CH:23][CH:22]=[CH:21][C:5]=1[CH2:6][NH:7][CH:8]1[CH2:13][CH2:12][N:11]([C:14]([O:16][C:17]([CH3:20])([CH3:19])[CH3:18])=[O:15])[CH2:10][CH2:9]1)([O-])=O.C1N=CN([C:30](N2C=NC=C2)=[O:31])C=1.C(Cl)Cl.CCOC(C)=O. (5) Given the product [CH3:17][O:18][C:19]1[CH:24]=[CH:23][CH:22]=[CH:21][C:20]=1[N:25]1[CH:29]=[CH:28][C:27]([O:30][CH2:2][C:3]2[C:8]([CH3:9])=[CH:7][CH:6]=[CH:5][C:4]=2[N:10]2[C:14](=[O:15])[N:13]([CH3:16])[N:12]=[N:11]2)=[N:26]1, predict the reactants needed to synthesize it. The reactants are: Br[CH2:2][C:3]1[C:8]([CH3:9])=[CH:7][CH:6]=[CH:5][C:4]=1[N:10]1[C:14](=[O:15])[N:13]([CH3:16])[N:12]=[N:11]1.[CH3:17][O:18][C:19]1[CH:24]=[CH:23][CH:22]=[CH:21][C:20]=1[N:25]1[CH:29]=[CH:28][C:27]([OH:30])=[N:26]1.C(=O)([O-])[O-].[K+].[K+].C(#N)C. (6) Given the product [Cl:1][C:2]1[C:7]([NH:8][C:13](=[O:14])[CH2:12][O:11][CH3:10])=[C:6]([Cl:9])[N:5]=[CH:4][N:3]=1, predict the reactants needed to synthesize it. The reactants are: [Cl:1][C:2]1[C:7]([NH2:8])=[C:6]([Cl:9])[N:5]=[CH:4][N:3]=1.[CH3:10][O:11][CH2:12][C:13](Cl)=[O:14]. (7) Given the product [CH2:29]([O:28][CH:24]([O:25][CH2:26][CH3:27])[C:22]1[O:23][C:16]2[C:15]([C:12]3[CH:13]=[CH:14][C:9]([OH:8])=[CH:10][CH:11]=3)=[CH:20][N:19]=[CH:18][C:17]=2[CH:21]=1)[CH3:30], predict the reactants needed to synthesize it. The reactants are: C([O:8][C:9]1[CH:14]=[CH:13][C:12]([C:15]2[C:16]3[O:23][C:22]([CH:24]([O:28][CH2:29][CH3:30])[O:25][CH2:26][CH3:27])=[CH:21][C:17]=3[CH:18]=[N:19][CH:20]=2)=[CH:11][CH:10]=1)C1C=CC=CC=1.